Dataset: Retrosynthesis with 50K atom-mapped reactions and 10 reaction types from USPTO. Task: Predict the reactants needed to synthesize the given product. (1) Given the product CC1(C)OCC(CNC(=O)c2cc(CNc3ccccc3C(=O)Nc3ccc4c(c3)OC(F)(F)O4)ccn2)O1, predict the reactants needed to synthesize it. The reactants are: CC1(C)OCC(CN)O1.COC(=O)c1cc(CNc2ccccc2C(=O)Nc2ccc3c(c2)OC(F)(F)O3)ccn1. (2) Given the product CC(C)OC(=O)c1sc(Cl)nc1C(F)(F)F, predict the reactants needed to synthesize it. The reactants are: CC(C)O.O=C(O)c1sc(Cl)nc1C(F)(F)F. (3) Given the product CC(C)(C)OC(=O)N1CCCC(C(=O)NC(CCCc2ccccc2)CCCc2ccccc2)C1, predict the reactants needed to synthesize it. The reactants are: CC(C)(C)OC(=O)N1CCCC(C(=O)O)C1.NC(CCCc1ccccc1)CCCc1ccccc1. (4) Given the product CC(C)(C)OC(=O)NCCn1nc(C(F)(F)F)c2c1CCCC2, predict the reactants needed to synthesize it. The reactants are: CC(C)(C)OC(=O)NCCBr.FC(F)(F)c1n[nH]c2c1CCCC2.